Task: Predict which catalyst facilitates the given reaction.. Dataset: Catalyst prediction with 721,799 reactions and 888 catalyst types from USPTO (1) Reactant: N#N.[F:3][CH2:4][CH2:5][N:6]1[CH2:11][CH2:10][CH2:9][CH:8]([NH:12]C(=O)OC(C)(C)C)[CH2:7]1.[ClH:20]. Product: [ClH:20].[ClH:20].[F:3][CH2:4][CH2:5][N:6]1[CH2:11][CH2:10][CH2:9][CH:8]([NH2:12])[CH2:7]1. The catalyst class is: 135. (2) Reactant: [2H][C:2]1[C:7]([2H])=[C:6]([NH2:9])[C:5]([NH2:10])=[C:4]([2H])[C:3]=1[2H].[OH:13][CH2:14][C:15](O)=O.C(=O)(O)[O-].[Na+]. Product: [NH:10]1[C:5]2[CH:4]=[CH:3][CH:2]=[CH:7][C:6]=2[N:9]=[C:15]1[CH2:14][OH:13]. The catalyst class is: 33. (3) Reactant: [O:1]=[C:2]1[C:7]([C:8]([O:10]C)=[O:9])=[CH:6][CH:5]=[CH:4][N:3]1[C:12]1[CH:17]=[CH:16][CH:15]=[CH:14][CH:13]=1.[Li+].[OH-].CCOC(C)=O.Cl. Product: [O:1]=[C:2]1[C:7]([C:8]([OH:10])=[O:9])=[CH:6][CH:5]=[CH:4][N:3]1[C:12]1[CH:17]=[CH:16][CH:15]=[CH:14][CH:13]=1. The catalyst class is: 24. (4) Reactant: [Br:1][C:2]1[CH:7]=[CH:6][CH:5]=[CH:4][C:3]=1[N+:8]([O-])=O.[C:11]([Mg]Br)([CH3:13])=[CH2:12].[NH4+].[Cl-]. Product: [Br:1][C:2]1[CH:7]=[CH:6][CH:5]=[C:4]2[C:3]=1[NH:8][C:11]([CH3:13])=[CH:12]2. The catalyst class is: 1. (5) Reactant: C(N1C=CN=C1)(N1C=CN=C1)=O.[Cl:13][C:14]1[CH:19]=[CH:18][N:17]=[C:16]2[NH:20][C:21]([C:23]3[CH:31]=[CH:30][C:26]([C:27]([OH:29])=O)=[CH:25][CH:24]=3)=[N:22][C:15]=12.[N:32]1([CH2:38][CH2:39][NH2:40])[CH2:37][CH2:36][O:35][CH2:34][CH2:33]1. Product: [Cl:13][C:14]1[CH:19]=[CH:18][N:17]=[C:16]2[NH:20][C:21]([C:23]3[CH:24]=[CH:25][C:26]([C:27]([NH:40][CH2:39][CH2:38][N:32]4[CH2:37][CH2:36][O:35][CH2:34][CH2:33]4)=[O:29])=[CH:30][CH:31]=3)=[N:22][C:15]=12. The catalyst class is: 44. (6) Reactant: [Br:1][C:2]1[C:3]([O:9][CH3:10])=[N:4][C:5](Cl)=[N:6][CH:7]=1.Cl.[OH:12][CH:13]1[CH2:16][NH:15][CH2:14]1.CCN(CC)CC. Product: [Br:1][C:2]1[C:3]([O:9][CH3:10])=[N:4][C:5]([N:15]2[CH2:16][CH:13]([OH:12])[CH2:14]2)=[N:6][CH:7]=1. The catalyst class is: 1. (7) Reactant: CC1(C)[O:6][C@H:5]([CH2:7][N:8]2[CH:12]=[C:11]([C:13]3[NH:14][C:15]4[C:20]([CH:21]=3)=[C:19]([C:22]3[CH:27]=[CH:26][CH:25]=[C:24]([N:28]5[C:37](=[O:38])[C:36]6[C:31](=[CH:32][CH:33]=[CH:34][CH:35]=6)[N:30]=[CH:29]5)[C:23]=3[CH3:39])[CH:18]=[CH:17][C:16]=4[C:40]([NH2:42])=[O:41])[CH:10]=[N:9]2)[CH2:4][O:3]1.BrC1C=CC(C(N)=O)=C2C=1C=C(I)N2.CC1(C)O[C@H](CN2C=C(B3OC(C)(C)C(C)(C)O3)C=N2)CO1.CC1C(B2OC(C)(C)C(C)(C)O2)=CC=CC=1N1C(=O)C2C(=CC=CC=2)N=C1.Cl. Product: [OH:6][C@@H:5]([CH2:4][OH:3])[CH2:7][N:8]1[CH:12]=[C:11]([C:13]2[NH:14][C:15]3[C:20]([CH:21]=2)=[C:19]([C:22]2[CH:27]=[CH:26][CH:25]=[C:24]([N:28]4[C:37](=[O:38])[C:36]5[C:31](=[CH:32][CH:33]=[CH:34][CH:35]=5)[N:30]=[CH:29]4)[C:23]=2[CH3:39])[CH:18]=[CH:17][C:16]=3[C:40]([NH2:42])=[O:41])[CH:10]=[N:9]1. The catalyst class is: 523. (8) Product: [F:24][C:21]([F:22])([F:23])[C:19]1[CH:18]=[CH:17][N:16]=[C:15]([C:2]2[CH2:7][CH2:6][N:5]([C:8]([O:10][C:11]([CH3:12])([CH3:14])[CH3:13])=[O:9])[CH2:4][CH:3]=2)[CH:20]=1. The catalyst class is: 17. Reactant: O[C:2]1([C:15]2[CH:20]=[C:19]([C:21]([F:24])([F:23])[F:22])[CH:18]=[CH:17][N:16]=2)[CH2:7][CH2:6][N:5]([C:8]([O:10][C:11]([CH3:14])([CH3:13])[CH3:12])=[O:9])[CH2:4][CH2:3]1.S(Cl)(Cl)=O. (9) Reactant: Cl.[Cl:2][C:3]1[CH:22]=[CH:21][C:6]2[C:7]([C:10]3[CH:15]=[CH:14][CH:13]=[CH:12][C:11]=3[C@H:16]([CH2:18][CH:19]=[CH2:20])[NH2:17])=[N:8][O:9][C:5]=2[CH:4]=1. Product: [ClH:2].[O:9]1[C:5]2[CH:4]=[CH:3][CH:22]=[CH:21][C:6]=2[C:7]([C:10]2[CH:15]=[CH:14][CH:13]=[CH:12][C:11]=2[C@H:16]([CH2:18][CH:19]=[CH2:20])[NH2:17])=[N:8]1. The catalyst class is: 5.